Dataset: Reaction yield outcomes from USPTO patents with 853,638 reactions. Task: Predict the reaction yield, written as a fraction of the theoretical maximum amount of product (1.0 means a 100% yield; for example, 0.34 means a 34% yield). (1) The reactants are [Cl:1][C:2]1[N:7]=[C:6]([C:8]([C:10]2[CH:15]=[CH:14][CH:13]=[CH:12][CH:11]=2)=[O:9])[C:5]([CH:16]=[CH2:17])=[C:4]([NH:18][CH3:19])[N:3]=1.[CH2:20]([Mg]Br)[CH:21]=[CH2:22].CCOC(C)=O. The catalyst is C1COCC1. The product is [Cl:1][C:2]1[N:7]=[C:6]([C:8]([C:10]2[CH:15]=[CH:14][CH:13]=[CH:12][CH:11]=2)([OH:9])[CH2:22][CH:21]=[CH2:20])[C:5]([CH:16]=[CH2:17])=[C:4]([NH:18][CH3:19])[N:3]=1. The yield is 0.300. (2) The yield is 0.950. The catalyst is C(#N)C.O. The reactants are [Br:1][C:2]1[C:3]2[CH:4]3[CH2:22][CH:5]3[C:6](=[O:21])[N:7](CC3C=CC(OC)=CC=3)[C:8]=2[CH:9]=[CH:10][CH:11]=1.O=[N+]([O-])[O-].[O-][N+](=O)[O-].[O-][N+](=O)[O-].[O-][N+](=O)[O-].[O-][N+](=O)[O-].[O-][N+](=O)[O-].[Ce+4].[NH4+].[NH4+]. The product is [Br:1][C:2]1[C:3]2[CH:4]3[CH2:22][CH:5]3[C:6](=[O:21])[NH:7][C:8]=2[CH:9]=[CH:10][CH:11]=1. (3) The reactants are [F-].[Cs+].[Br:3][C:4]1[S:8][C:7]([CH:9]=[O:10])=[CH:6][CH:5]=1.[F:11][C:12]([Si](C)(C)C)([F:14])[F:13]. The catalyst is COCCOC. The product is [Br:3][C:4]1[S:8][C:7]([CH:9]([OH:10])[C:12]([F:14])([F:13])[F:11])=[CH:6][CH:5]=1. The yield is 0.590. (4) The reactants are [CH3:1][C:2]1[C:3]([N:13]2[CH2:18][CH2:17][N:16]([CH3:19])[CH2:15][CH2:14]2)=[C:4]([CH2:11][NH2:12])[CH:5]=[C:6]([N+:8]([O-:10])=[O:9])[CH:7]=1.Br[CH2:21][CH2:22][CH2:23][CH2:24]Br.C([O-])([O-])=O.[K+].[K+]. The catalyst is C(#N)C. The product is [CH3:19][N:16]1[CH2:15][CH2:14][N:13]([C:3]2[C:4]([CH2:11][N:12]3[CH2:24][CH2:23][CH2:22][CH2:21]3)=[CH:5][C:6]([N+:8]([O-:10])=[O:9])=[CH:7][C:2]=2[CH3:1])[CH2:18][CH2:17]1. The yield is 0.530. (5) The reactants are [C:1]1(=O)[CH2:4][CH2:3][CH2:2]1.C(O)(=O)C.[N:10]1([C:16]([O:18][C:19]([CH3:22])([CH3:21])[CH3:20])=[O:17])[CH2:15][CH2:14][NH:13][CH2:12][CH2:11]1.C([BH3-])#N.[Na+]. The catalyst is C1COCC1.O. The product is [CH:1]1([N:13]2[CH2:12][CH2:11][N:10]([C:16]([O:18][C:19]([CH3:22])([CH3:21])[CH3:20])=[O:17])[CH2:15][CH2:14]2)[CH2:4][CH2:3][CH2:2]1. The yield is 0.535. (6) The reactants are Br[C:2]1[C:11]2[C:6](=[CH:7][CH:8]=[CH:9][CH:10]=2)[C:5](=[O:12])[N:4]([CH3:13])[CH:3]=1.[CH3:14][O:15][C:16]1[CH:17]=[C:18](B(O)O)[CH:19]=[CH:20][CH:21]=1.C1C=CC(P(C2C=CC=CC=2)C2C=CC=CC=2)=CC=1.C([O-])([O-])=O.[Na+].[Na+]. The catalyst is O1CCOCC1.O.C1C=CC(P(C2C=CC=CC=2)[C-]2C=CC=C2)=CC=1.C1C=CC(P(C2C=CC=CC=2)[C-]2C=CC=C2)=CC=1.Cl[Pd]Cl.[Fe+2].CC(=O)OCC. The product is [CH3:14][O:15][C:16]1[CH:21]=[C:20]([C:2]2[C:11]3[C:6](=[CH:7][CH:8]=[CH:9][CH:10]=3)[C:5](=[O:12])[N:4]([CH3:13])[CH:3]=2)[CH:19]=[CH:18][CH:17]=1. The yield is 0.170. (7) The reactants are [CH2:1]([C:4]1[CH:16]=[CH:15][C:7]([CH2:8][NH:9][CH2:10][C:11]([O:13][CH3:14])=[O:12])=[CH:6][CH:5]=1)[CH2:2][CH3:3].[CH2:17]([C:20]1[CH:25]=[CH:24][C:23]([CH2:26][C:27](O)=[O:28])=[CH:22][CH:21]=1)[CH2:18][CH3:19].C(Cl)CCl.C1C=CC2N(O)N=NC=2C=1.CCN(C(C)C)C(C)C.S([O-])([O-])(=O)=O.[Mg+2]. The catalyst is C(Cl)Cl. The product is [CH2:1]([C:4]1[CH:16]=[CH:15][C:7]([CH2:8][N:9]([CH2:10][C:11]([O:13][CH3:14])=[O:12])[C:27](=[O:28])[CH2:26][C:23]2[CH:24]=[CH:25][C:20]([CH2:17][CH2:18][CH3:19])=[CH:21][CH:22]=2)=[CH:6][CH:5]=1)[CH2:2][CH3:3]. The yield is 0.800. (8) The yield is 0.400. The catalyst is C(O)(=O)C. The product is [Cl:1][C:2]1[CH:7]=[C:6]([C:8]([F:10])([F:11])[F:9])[CH:5]=[C:4]([Cl:12])[C:3]=1[NH:13][NH:14][CH:15]([CH2:18][C:19]#[N:20])[C:16]#[N:17]. The reactants are [Cl:1][C:2]1[CH:7]=[C:6]([C:8]([F:11])([F:10])[F:9])[CH:5]=[C:4]([Cl:12])[C:3]=1[NH:13][N:14]=[C:15]([CH2:18][C:19]#[N:20])[C:16]#[N:17].[C-]#N.[Na+].O.C(=O)(O)[O-].[Na+]. (9) The reactants are [Cl:1][C:2]1[CH:31]=[CH:30][C:5]([CH2:6][C:7]2[N:8]=[C:9]([CH2:26][CH:27]([CH3:29])[CH3:28])[C:10]3[N:15]=[C:14]([C:16]4[CH:21]=[C:20]([CH3:22])[C:19]([O:23]C)=[C:18]([CH3:25])[CH:17]=4)[O:13][C:11]=3[N:12]=2)=[CH:4][CH:3]=1.B(Br)(Br)Br. No catalyst specified. The product is [Cl:1][C:2]1[CH:31]=[CH:30][C:5]([CH2:6][C:7]2[N:8]=[C:9]([CH2:26][CH:27]([CH3:29])[CH3:28])[C:10]3[N:15]=[C:14]([C:16]4[CH:21]=[C:20]([CH3:22])[C:19]([OH:23])=[C:18]([CH3:25])[CH:17]=4)[O:13][C:11]=3[N:12]=2)=[CH:4][CH:3]=1. The yield is 0.840.